This data is from Forward reaction prediction with 1.9M reactions from USPTO patents (1976-2016). The task is: Predict the product of the given reaction. (1) Given the reactants [CH2:1]([N:4]1[CH2:9][CH2:8][CH:7]([OH:10])[CH2:6][CH2:5]1)[C:2]#[CH:3].C(NC(C)C)(C)C.I[C:19]1[CH:24]=[CH:23][C:22](/[C:25](/[C:42]2[CH:47]=[CH:46][C:45]([C:48]([F:51])([F:50])[F:49])=[CH:44][CH:43]=2)=[CH:26]\[CH2:27][O:28][C:29]2[CH:40]=[CH:39][C:32]([O:33][CH2:34][C:35]([O:37][CH3:38])=[O:36])=[C:31]([CH3:41])[CH:30]=2)=[CH:21][CH:20]=1, predict the reaction product. The product is: [OH:10][CH:7]1[CH2:8][CH2:9][N:4]([CH2:1][C:2]#[C:3][C:19]2[CH:20]=[CH:21][C:22](/[C:25](/[C:42]3[CH:43]=[CH:44][C:45]([C:48]([F:49])([F:50])[F:51])=[CH:46][CH:47]=3)=[CH:26]\[CH2:27][O:28][C:29]3[CH:40]=[CH:39][C:32]([O:33][CH2:34][C:35]([O:37][CH3:38])=[O:36])=[C:31]([CH3:41])[CH:30]=3)=[CH:23][CH:24]=2)[CH2:5][CH2:6]1. (2) Given the reactants [CH:1]1([CH2:4][C:5](=O)/[C:6](/[C:11]2[CH:16]=[CH:15][N:14]=[C:13]([S:17][CH3:18])[N:12]=2)=[CH:7]\N(C)C)[CH2:3][CH2:2]1.C(=O)([O-])[O-].[K+].[K+].Cl.[NH2:27][C:28]([NH2:30])=[NH:29], predict the reaction product. The product is: [CH:1]1([CH2:4][C:5]2[C:6]([C:11]3[CH:16]=[CH:15][N:14]=[C:13]([S:17][CH3:18])[N:12]=3)=[CH:7][N:27]=[C:28]([NH2:30])[N:29]=2)[CH2:2][CH2:3]1. (3) Given the reactants [OH:1][C:2]1[CH:9]=[C:8]([OH:10])[CH:7]=[CH:6][C:3]=1[CH:4]=O.[C:11](OCC)(=[O:16])[CH2:12][C:13]([CH3:15])=[O:14].N1CCCCC1.C(O)(=O)C, predict the reaction product. The product is: [C:13]([C:12]1[C:11](=[O:16])[O:1][C:2]2[C:3]([CH:4]=1)=[CH:6][CH:7]=[C:8]([OH:10])[CH:9]=2)(=[O:14])[CH3:15]. (4) Given the reactants C(NC(C)C)(C)C.[Li]CCCC.[Br:13][C:14]1[CH:19]=[CH:18][C:17]([F:20])=[CH:16][N:15]=1.CN(C)[CH:23]=[O:24], predict the reaction product. The product is: [Br:13][C:14]1[CH:19]=[C:18]([CH:23]=[O:24])[C:17]([F:20])=[CH:16][N:15]=1. (5) Given the reactants [C:1]([N:4]1[C:13]2[C:8](=[CH:9][C:10]([C:14]3[CH2:19][CH2:18][N:17](C(OC(C)(C)C)=O)[CH2:16][CH:15]=3)=[CH:11][CH:12]=2)[C@H:7]([NH:27][C:28]2[CH:33]=[CH:32][CH:31]=[C:30]([O:34]C)[N:29]=2)[C@@H:6]([CH3:36])[C@@H:5]1[CH:37]1[CH2:39][CH2:38]1)(=[O:3])[CH3:2].[I-].[Na+], predict the reaction product. The product is: [CH:37]1([C@H:5]2[C@H:6]([CH3:36])[C@@H:7]([NH:27][C:28]3[CH:33]=[CH:32][CH:31]=[C:30]([OH:34])[N:29]=3)[C:8]3[C:13](=[CH:12][CH:11]=[C:10]([C:14]4[CH2:19][CH2:18][NH:17][CH2:16][CH:15]=4)[CH:9]=3)[N:4]2[C:1](=[O:3])[CH3:2])[CH2:39][CH2:38]1. (6) Given the reactants [NH2:1][C@@H:2]1[CH2:6][C@H:5]([CH2:7][OH:8])[CH:4]=[CH:3]1.C12CC(C=C1)C(=O)N2.[C@@H]12C[C@@H](C=C1)C(=O)N2.[C:25](O[C:25]([O:27][C:28]([CH3:31])([CH3:30])[CH3:29])=[O:26])([O:27][C:28]([CH3:31])([CH3:30])[CH3:29])=[O:26], predict the reaction product. The product is: [C:28]([O:27][C:25]([N:1]1[C:7](=[O:8])[C@H:5]2[CH2:6][C@@H:2]1[CH:3]=[CH:4]2)=[O:26])([CH3:31])([CH3:30])[CH3:29]. (7) Given the reactants Br[C:2]1[CH:3]=[C:4]([C:9]([OH:11])=O)[CH:5]=[N:6][C:7]=1Cl.[CH2:12]([O:14][CH2:15][CH2:16][OH:17])[CH3:13].[Cl:18][C:19]1[CH:24]=[CH:23][C:22](B(O)O)=[CH:21][CH:20]=1.[NH2:28][C@@H:29]1[CH2:34][CH2:33][CH2:32][CH2:31][C@H:30]1[OH:35], predict the reaction product. The product is: [Cl:18][C:19]1[CH:24]=[CH:23][C:22]([C:2]2[C:7]([O:17][CH2:16][CH2:15][O:14][CH2:12][CH3:13])=[N:6][CH:5]=[C:4]([CH:3]=2)[C:9]([NH:28][C@@H:29]2[CH2:34][CH2:33][CH2:32][CH2:31][C@H:30]2[OH:35])=[O:11])=[CH:21][CH:20]=1. (8) Given the reactants [C:1]1([C:7]2([CH2:13][O:14][CH2:15][C:16]3[CH:17]=[C:18]([C:26]4[CH:31]=[CH:30][C:29]([C:32]#[N:33])=[CH:28][CH:27]=4)[CH:19]=[C:20]([C:22]([F:25])([F:24])[F:23])[CH:21]=3)[CH2:12][CH2:11][NH:10][CH2:9][CH2:8]2)[CH:6]=[CH:5][CH:4]=[CH:3][CH:2]=1.[CH:34](=O)[CH3:35].C([BH3-])#N.[Na+], predict the reaction product. The product is: [CH2:34]([N:10]1[CH2:11][CH2:12][C:7]([CH2:13][O:14][CH2:15][C:16]2[CH:17]=[C:18]([C:26]3[CH:31]=[CH:30][C:29]([C:32]#[N:33])=[CH:28][CH:27]=3)[CH:19]=[C:20]([C:22]([F:24])([F:25])[F:23])[CH:21]=2)([C:1]2[CH:2]=[CH:3][CH:4]=[CH:5][CH:6]=2)[CH2:8][CH2:9]1)[CH3:35]. (9) Given the reactants [F:1][C:2]1[CH:7]=[CH:6][C:5]([C:8]2[N:15]3[C:11]([CH2:12][CH2:13][CH2:14]3)=[C:10]([CH2:16]O)[C:9]=2[C:18]2[CH:23]=[CH:22][N:21]=[CH:20][CH:19]=2)=[CH:4][CH:3]=1.I.[I-].C([O-])([O-])=O.[Na+].[Na+], predict the reaction product. The product is: [F:1][C:2]1[CH:3]=[CH:4][C:5]([C:8]2[N:15]3[C:11](=[C:10]([CH3:16])[C:9]=2[C:18]2[CH:19]=[CH:20][N:21]=[CH:22][CH:23]=2)[CH2:12][CH2:13][CH2:14]3)=[CH:6][CH:7]=1. (10) Given the reactants Cl[C:2]1[C:3]2[N:10]([CH3:11])[CH:9]=[CH:8][C:4]=2[N:5]=[CH:6][N:7]=1.[OH:12][C:13]1[CH:18]=[CH:17][C:16]([CH2:19][C:20]([O:22][CH2:23][CH3:24])=[O:21])=[CH:15][CH:14]=1.C(=O)([O-])[O-].[K+].[K+].CN1CCCC1=O, predict the reaction product. The product is: [CH3:11][N:10]1[C:3]2[C:2]([O:12][C:13]3[CH:14]=[CH:15][C:16]([CH2:19][C:20]([O:22][CH2:23][CH3:24])=[O:21])=[CH:17][CH:18]=3)=[N:7][CH:6]=[N:5][C:4]=2[CH:8]=[CH:9]1.